From a dataset of TCR-epitope binding with 47,182 pairs between 192 epitopes and 23,139 TCRs. Binary Classification. Given a T-cell receptor sequence (or CDR3 region) and an epitope sequence, predict whether binding occurs between them. (1) The epitope is FPPTSFGPL. The TCR CDR3 sequence is CASSLGVERRVQTQYF. Result: 1 (the TCR binds to the epitope). (2) The epitope is SEVGPEHSLAEY. The TCR CDR3 sequence is CASSHVLGPQETQYF. Result: 1 (the TCR binds to the epitope). (3) The epitope is KLPDDFTGCV. The TCR CDR3 sequence is CASSYSLGPADPYF. Result: 1 (the TCR binds to the epitope). (4) The epitope is SEISMDNSPNL. The TCR CDR3 sequence is CASSEGTSYEQYF. Result: 1 (the TCR binds to the epitope). (5) The epitope is EILDITPCSF. The TCR CDR3 sequence is CASRGDFSYEQYF. Result: 1 (the TCR binds to the epitope).